Task: Predict the reactants needed to synthesize the given product.. Dataset: Full USPTO retrosynthesis dataset with 1.9M reactions from patents (1976-2016) (1) Given the product [S:20]1[C:21]2[CH:27]=[CH:26][CH:25]=[CH:24][C:22]=2[N:23]=[C:19]1[N:15]1[CH2:16][CH2:17][CH:12]([NH:11][C:6]2[C:5]([N+:2]([O-:4])=[O:3])=[CH:10][CH:9]=[CH:8][N:7]=2)[CH2:13][CH2:14]1, predict the reactants needed to synthesize it. The reactants are: Cl.[N+:2]([C:5]1[C:6]([NH:11][CH:12]2[CH2:17][CH2:16][NH:15][CH2:14][CH2:13]2)=[N:7][CH:8]=[CH:9][CH:10]=1)([O-:4])=[O:3].Cl[C:19]1[S:20][C:21]2[CH:27]=[CH:26][CH:25]=[CH:24][C:22]=2[N:23]=1. (2) Given the product [Br:1][C:2]1[CH:7]=[CH:6][C:5]([F:8])=[CH:4][C:3]=1[CH2:9][C:10]1[S:57][C:13]([C:15]2[CH:46]=[C:18]3[N:19]=[C:20]([CH3:45])[C:21]([C@H:34]([O:40][C:41]([CH3:44])([CH3:43])[CH3:42])[C:35]([O:37][CH2:38][CH3:39])=[O:36])=[C:22]([N:23]4[CH2:28][CH2:27][C:26]([CH2:30][CH2:31][CH:32]=[CH2:33])([CH3:29])[CH2:25][CH2:24]4)[N:17]3[N:16]=2)=[N:12][CH:11]=1, predict the reactants needed to synthesize it. The reactants are: [Br:1][C:2]1[CH:7]=[CH:6][C:5]([F:8])=[CH:4][C:3]=1[CH2:9][C:10](=O)[CH2:11][NH:12][C:13]([C:15]1[CH:46]=[C:18]2[N:19]=[C:20]([CH3:45])[C:21]([C@H:34]([O:40][C:41]([CH3:44])([CH3:43])[CH3:42])[C:35]([O:37][CH2:38][CH3:39])=[O:36])=[C:22]([N:23]3[CH2:28][CH2:27][C:26]([CH2:30][CH2:31][CH:32]=[CH2:33])([CH3:29])[CH2:25][CH2:24]3)[N:17]2[N:16]=1)=O.COC1C=CC(P2(SP(C3C=CC(OC)=CC=3)(=S)S2)=[S:57])=CC=1. (3) Given the product [NH:11]([C:2]1[CH:7]=[C:6]([CH3:8])[C:5]([CH3:9])=[CH:4][N:3]=1)[NH2:12], predict the reactants needed to synthesize it. The reactants are: Br[C:2]1[CH:7]=[C:6]([CH3:8])[C:5]([CH3:9])=[CH:4][N:3]=1.O.[NH2:11][NH2:12]. (4) Given the product [CH2:28]([N:30]1[CH:34]=[C:33]([C:2]2[CH:7]=[CH:6][N:5]=[C:4]3[N:8]([S:19]([C:22]4[CH:23]=[CH:24][CH:25]=[CH:26][CH:27]=4)(=[O:21])=[O:20])[C:9]([C:11]4[CH:12]=[C:13]([CH2:17][OH:18])[CH:14]=[CH:15][CH:16]=4)=[CH:10][C:3]=23)[C:32]([C:44]2[CH:49]=[CH:48][C:47]([N+:50]([O-:52])=[O:51])=[CH:46][CH:45]=2)=[N:31]1)[CH3:29], predict the reactants needed to synthesize it. The reactants are: Br[C:2]1[CH:7]=[CH:6][N:5]=[C:4]2[N:8]([S:19]([C:22]3[CH:27]=[CH:26][CH:25]=[CH:24][CH:23]=3)(=[O:21])=[O:20])[C:9]([C:11]3[CH:12]=[C:13]([CH2:17][OH:18])[CH:14]=[CH:15][CH:16]=3)=[CH:10][C:3]=12.[CH2:28]([N:30]1[CH:34]=[C:33](B2OC(C)(C)C(C)(C)O2)[C:32]([C:44]2[CH:49]=[CH:48][C:47]([N+:50]([O-:52])=[O:51])=[CH:46][CH:45]=2)=[N:31]1)[CH3:29].C([O-])(O)=O.[Na+]. (5) Given the product [ClH:88].[NH2:79][C:82]1[CH:90]=[CH:89][C:85]([C:86]([N:14]2[CH2:15][C@H:16]([NH:19][C:20](=[O:32])[C@@H:21]([NH:23][CH3:31])[CH3:22])[C:17](=[O:18])[N:11]([CH2:10][C:3]3[C:4]4[CH:9]=[CH:8][CH:7]=[CH:6][C:5]=4[O:1][N:2]=3)[C:12]3[CH:36]=[CH:35][CH:34]=[CH:33][C:13]2=3)=[O:87])=[CH:84][CH:83]=1, predict the reactants needed to synthesize it. The reactants are: [O:1]1[C:5]2[CH:6]=[CH:7][CH:8]=[CH:9][C:4]=2[C:3]([CH2:10][N:11]2[C:17](=[O:18])[C@@H:16]([NH:19][C:20](=[O:32])[C@@H:21]([N:23]([CH3:31])C(=O)OC(C)(C)C)[CH3:22])[CH2:15][NH:14][C:13]3[CH:33]=[CH:34][CH:35]=[CH:36][C:12]2=3)=[N:2]1.O1C2C=CC=CC=2C(CN2C[C@H](NC(=O)[C@@H](N(C)C(=O)OC(C)(C)C)C)C(=O)NC3C=CC=CC2=3)=N1.N1C=CC=CC=1.[N+:79]([C:82]1[CH:90]=[CH:89][C:85]([C:86]([Cl:88])=[O:87])=[CH:84][CH:83]=1)([O-])=O. (6) Given the product [Cl:22][C:17]1[C:16]2[C:11](=[CH:12][CH:13]=[CH:14][CH:15]=2)[N:10]=[C:9]([CH:8]=[CH:7][C:3]2[CH:2]=[N:1][CH:6]=[CH:5][CH:4]=2)[N:18]=1, predict the reactants needed to synthesize it. The reactants are: [N:1]1[CH:6]=[CH:5][CH:4]=[C:3]([CH:7]=[CH:8][C:9]2[NH:18][C:17](=O)[C:16]3[C:11](=[CH:12][CH:13]=[CH:14][CH:15]=3)[N:10]=2)[CH:2]=1.S(Cl)([Cl:22])=O. (7) Given the product [N:30]1[CH:31]=[CH:32][CH:33]=[C:28]([CH2:27][N:26]([CH2:7][C:3]2[CH:2]=[N:1][CH:6]=[CH:5][CH:4]=2)[CH2:25][CH2:24][CH2:23][CH2:22][CH2:21][O:20][C:16]2[CH:15]=[C:14]3[C:19](=[CH:18][CH:17]=2)[N:10]([CH3:9])[C:11](=[O:34])[CH:12]=[CH:13]3)[CH:29]=1, predict the reactants needed to synthesize it. The reactants are: [N:1]1[CH:6]=[CH:5][CH:4]=[C:3]([CH:7]=O)[CH:2]=1.[CH3:9][N:10]1[C:19]2[C:14](=[CH:15][C:16]([O:20][CH2:21][CH2:22][CH2:23][CH2:24][CH2:25][NH:26][CH2:27][C:28]3[CH:29]=[N:30][CH:31]=[CH:32][CH:33]=3)=[CH:17][CH:18]=2)[CH:13]=[CH:12][C:11]1=[O:34].C(O[BH-](OC(=O)C)OC(=O)C)(=O)C.[Na+].C(=O)([O-])O.[Na+].